Dataset: Full USPTO retrosynthesis dataset with 1.9M reactions from patents (1976-2016). Task: Predict the reactants needed to synthesize the given product. (1) Given the product [Cl:27][C:21]1[CH:20]=[C:19]([C:16]2[CH:17]=[CH:18][N:14]([CH2:13][C@@H:12]([NH:11][C:9]([C:7]3[N:8]=[C:4]([CH:1]([OH:3])[CH3:2])[S:5][CH:6]=3)=[O:10])[CH3:28])[N:15]=2)[CH:24]=[CH:23][C:22]=1[C:25]#[N:26], predict the reactants needed to synthesize it. The reactants are: [C:1]([C:4]1[S:5][CH:6]=[C:7]([C:9]([NH:11][C@@H:12]([CH3:28])[CH2:13][N:14]2[CH:18]=[CH:17][C:16]([C:19]3[CH:24]=[CH:23][C:22]([C:25]#[N:26])=[C:21]([Cl:27])[CH:20]=3)=[N:15]2)=[O:10])[N:8]=1)(=[O:3])[CH3:2].[BH4-].[Na+].O.Cl. (2) The reactants are: [Br:1][C:2]1[CH:10]=[C:9]([F:11])[C:5]([C:6]([OH:8])=[O:7])=[C:4]([F:12])[CH:3]=1.S(Cl)(Cl)=O.[CH3:17]N(C=O)C. Given the product [Br:1][C:2]1[CH:3]=[C:4]([F:12])[C:5]([C:6]([O:8][CH3:17])=[O:7])=[C:9]([F:11])[CH:10]=1, predict the reactants needed to synthesize it. (3) Given the product [F:31][C:32]1[CH:41]=[CH:40][C:35]([C:36](=[O:37])[CH2:21][C:22]2[C:23]([C:28]([OH:30])=[O:29])=[N:24][CH:25]=[CH:26][CH:27]=2)=[CH:34][CH:33]=1, predict the reactants needed to synthesize it. The reactants are: [Li+].CC([N-]C(C)C)C.C(NC(C)C)(C)C.[Li]CCCC.[CH3:21][C:22]1[C:23]([C:28]([OH:30])=[O:29])=[N:24][CH:25]=[CH:26][CH:27]=1.[F:31][C:32]1[CH:41]=[CH:40][C:35]([C:36](OC)=[O:37])=[CH:34][CH:33]=1. (4) Given the product [Cl:20][CH2:19][CH2:18][CH2:17][CH2:16][O:1][C:2]1[CH:11]=[C:10]2[C:5]([CH:6]=[CH:7][C:8](=[O:12])[NH:9]2)=[CH:4][CH:3]=1, predict the reactants needed to synthesize it. The reactants are: [OH:1][C:2]1[CH:11]=[C:10]2[C:5]([CH:6]=[CH:7][C:8](=[O:12])[NH:9]2)=[CH:4][CH:3]=1.[OH-].[K+].Br[CH2:16][CH2:17][CH2:18][CH2:19][Cl:20]. (5) Given the product [ClH:46].[NH:14]1[C:15]2[C:11](=[CH:10][C:9]([NH:8][C:25]3[C:30]([CH3:31])=[CH:29][N:28]=[C:27]([C:32]4[CH:33]=[C:34]([CH:35]=[CH:36][CH:37]=4)[O:38][CH2:39][C:40]([NH:42][CH:43]4[CH2:45][CH2:44]4)=[O:41])[N:26]=3)=[CH:17][CH:16]=2)[CH:12]=[N:13]1, predict the reactants needed to synthesize it. The reactants are: C(OC([N:8]([C:25]1[C:30]([CH3:31])=[CH:29][N:28]=[C:27]([C:32]2[CH:37]=[CH:36][CH:35]=[C:34]([O:38][CH2:39][C:40]([NH:42][CH:43]3[CH2:45][CH2:44]3)=[O:41])[CH:33]=2)[N:26]=1)[C:9]1[CH:10]=[C:11]2[C:15](=[CH:16][CH:17]=1)[N:14](C(OC(C)(C)C)=O)[N:13]=[CH:12]2)=O)(C)(C)C.[ClH:46].CCOC(C)=O. (6) Given the product [F:1][C:2]1[CH:7]=[CH:6][C:5]([N:8]2[C:12]3=[N:13][CH:14]=[CH:15][C:16]([C:21]4[CH:22]=[N:23][CH:24]=[CH:25][C:26]=4[O:27][CH3:28])=[C:11]3[CH:10]=[N:9]2)=[CH:4][CH:3]=1, predict the reactants needed to synthesize it. The reactants are: [F:1][C:2]1[CH:7]=[CH:6][C:5]([N:8]2[C:12]3=[N:13][CH:14]=[CH:15][C:16](B(O)O)=[C:11]3[CH:10]=[N:9]2)=[CH:4][CH:3]=1.I[C:21]1[CH:22]=[N:23][CH:24]=[CH:25][C:26]=1[O:27][CH3:28].C(=O)([O-])[O-].[Na+].[Na+]. (7) Given the product [CH3:24][C:25]1[C:29]([C:2]2[N:7]=[C:6]3[S:8][C:9]([NH:11][C:12]([C:14]4[CH:23]=[CH:22][C:17]([C:18]([O:20][CH3:21])=[O:19])=[CH:16][CH:15]=4)=[O:13])=[N:10][C:5]3=[CH:4][CH:3]=2)=[CH:28][NH:27][N:26]=1, predict the reactants needed to synthesize it. The reactants are: Br[C:2]1[N:7]=[C:6]2[S:8][C:9]([NH:11][C:12]([C:14]3[CH:23]=[CH:22][C:17]([C:18]([O:20][CH3:21])=[O:19])=[CH:16][CH:15]=3)=[O:13])=[N:10][C:5]2=[CH:4][CH:3]=1.[CH3:24][C:25]1[C:29](B2OC(C)(C)C(C)(C)O2)=[CH:28][NH:27][N:26]=1. (8) Given the product [CH3:15][O:14][C:5]1[CH:4]=[CH:3][C:2]([B:23]([OH:24])[OH:22])=[CH:13][C:6]=1[O:7][C@@H:8]1[CH2:12][CH2:11][O:10][CH2:9]1, predict the reactants needed to synthesize it. The reactants are: Br[C:2]1[CH:3]=[CH:4][C:5]([O:14][CH3:15])=[C:6]([CH:13]=1)[O:7][C@@H:8]1[CH2:12][CH2:11][O:10][CH2:9]1.C([Li])CCC.C[O:22][B:23](OC)[O:24]C. (9) Given the product [CH2:12]([O:11][P:7]([CH2:6][C:5]1[CH:4]=[CH:3][C:2]([NH:1][C:31](=[O:32])[CH2:30][CH2:29][C:25]2[CH:26]=[N:27][O:28][C:24]=2[C:21]2[CH:22]=[CH:23][C:18]([Cl:17])=[CH:19][CH:20]=2)=[CH:16][CH:15]=1)([O:8][CH2:9][CH3:10])=[O:14])[CH3:13], predict the reactants needed to synthesize it. The reactants are: [NH2:1][C:2]1[CH:16]=[CH:15][C:5]([CH2:6][P:7](=[O:14])([O:11][CH2:12][CH3:13])[O:8][CH2:9][CH3:10])=[CH:4][CH:3]=1.[Cl:17][C:18]1[CH:23]=[CH:22][C:21]([C:24]2[O:28][N:27]=[CH:26][C:25]=2[CH2:29][CH2:30][C:31](O)=[O:32])=[CH:20][CH:19]=1.O.ON1C2C=CC=CC=2N=N1.Cl.C(N=C=NCCCN(C)C)C. (10) The reactants are: [F:1][C:2]([F:33])([F:32])[C:3]1[CH:4]=[C:5]([CH:25]=[C:26]([C:28]([F:31])([F:30])[F:29])[CH:27]=1)[CH2:6][N:7]([CH3:24])[C@@H:8]1[CH2:12][N:11]([CH2:13][C:14]2[CH:19]=[CH:18][C:17]([Cl:20])=[CH:16][CH:15]=2)[C@H:10]([C:21]([OH:23])=O)[CH2:9]1.[N:34]1([C:40]2[CH:47]=[CH:46][CH:45]=[CH:44][C:41]=2[C:42]#[N:43])[CH2:39][CH2:38][NH:37][CH2:36][CH2:35]1. Given the product [F:29][C:28]([F:31])([F:30])[C:26]1[CH:25]=[C:5]([CH:4]=[C:3]([C:2]([F:32])([F:1])[F:33])[CH:27]=1)[CH2:6][N:7]([CH3:24])[C@@H:8]1[CH2:12][N:11]([CH2:13][C:14]2[CH:15]=[CH:16][C:17]([Cl:20])=[CH:18][CH:19]=2)[C@H:10]([C:21]([N:37]2[CH2:36][CH2:35][N:34]([C:40]3[CH:47]=[CH:46][CH:45]=[CH:44][C:41]=3[C:42]#[N:43])[CH2:39][CH2:38]2)=[O:23])[CH2:9]1, predict the reactants needed to synthesize it.